This data is from Reaction yield outcomes from USPTO patents with 853,638 reactions. The task is: Predict the reaction yield, written as a fraction of the theoretical maximum amount of product (1.0 means a 100% yield; for example, 0.34 means a 34% yield). (1) The reactants are [C:1]1([SH:7])[CH:6]=[CH:5][CH:4]=[CH:3][CH:2]=1.Cl[C:9]1[C:10]2[CH:17]=[C:16]([C:18]3[CH:23]=[CH:22][C:21]([OH:24])=[CH:20][CH:19]=3)[N:15]([CH3:25])[C:11]=2[N:12]=[CH:13][N:14]=1. The catalyst is CC(N(C)C)=O. The product is [CH3:25][N:15]1[C:11]2[N:12]=[C:13]([S:7][C:1]3[CH:6]=[CH:5][CH:4]=[CH:3][CH:2]=3)[N:14]=[C:9]([S:7][C:1]3[CH:6]=[CH:5][CH:4]=[CH:3][CH:2]=3)[C:10]=2[CH:17]=[C:16]1[C:18]1[CH:23]=[CH:22][C:21]([OH:24])=[CH:20][CH:19]=1. The yield is 0.500. (2) The reactants are [F:1][C:2]([F:52])([F:51])[C:3]1[CH:4]=[C:5]([C:13]([CH3:50])([CH3:49])[C:14]([N:16]([CH3:48])[C:17]2[C:18]([C:40]3[CH:45]=[CH:44][C:43]([F:46])=[CH:42][C:41]=3[CH3:47])=[CH:19][C:20]([C@@H:23]3[N:27](C(OC(C)(C)C)=O)[C@:26]([CH3:39])([C:35]([O:37][CH3:38])=[O:36])[CH2:25][CH2:24]3)=[N:21][CH:22]=2)=[O:15])[CH:6]=[C:7]([C:9]([F:12])([F:11])[F:10])[CH:8]=1.C(O)(C(F)(F)F)=O. The catalyst is ClCCl. The product is [F:52][C:2]([F:1])([F:51])[C:3]1[CH:4]=[C:5]([C:13]([CH3:49])([CH3:50])[C:14]([N:16]([CH3:48])[C:17]2[C:18]([C:40]3[CH:45]=[CH:44][C:43]([F:46])=[CH:42][C:41]=3[CH3:47])=[CH:19][C:20]([C@@H:23]3[NH:27][C@:26]([CH3:39])([C:35]([O:37][CH3:38])=[O:36])[CH2:25][CH2:24]3)=[N:21][CH:22]=2)=[O:15])[CH:6]=[C:7]([C:9]([F:11])([F:12])[F:10])[CH:8]=1. The yield is 0.970. (3) The reactants are [Cl:1][C:2]1[C:10]2[O:9][CH2:8][O:7][C:6]=2[CH:5]=[C:4]([CH2:11]Cl)[CH:3]=1.[C-:13]#[N:14].[Na+].O. The catalyst is CS(C)=O. The product is [Cl:1][C:2]1[C:10]2[O:9][CH2:8][O:7][C:6]=2[CH:5]=[C:4]([CH2:11][C:13]#[N:14])[CH:3]=1. The yield is 0.580. (4) The reactants are Cl.[O:2]([NH2:4])[CH3:3].[OH:5][C:6]1[CH:11]=[CH:10][CH:9]=[CH:8][C:7]=1[CH:12]=[CH:13][C:14](=O)[CH:15]=[CH:16][C:17]1[CH:22]=[CH:21][CH:20]=[CH:19][C:18]=1[OH:23]. The catalyst is CO.C(Cl)(Cl)Cl. The product is [CH3:3][O:2][N:4]=[C:14]([CH:13]=[CH:12][C:7]1[CH:8]=[CH:9][CH:10]=[CH:11][C:6]=1[OH:5])[CH:15]=[CH:16][C:17]1[CH:22]=[CH:21][CH:20]=[CH:19][C:18]=1[OH:23]. The yield is 0.860. (5) The reactants are [CH2:1]([O:3][C:4]([C:6]1[N:7]=[C:8]([CH3:11])[O:9][CH:10]=1)=[O:5])[CH3:2].[Br:12]N1C(=O)CCC1=O.C1C=CC(C(OOC(C2C=CC=CC=2)=O)=O)=CC=1. The catalyst is ClC(Cl)(Cl)Cl. The product is [CH2:1]([O:3][C:4]([C:6]1[N:7]=[C:8]([CH2:11][Br:12])[O:9][CH:10]=1)=[O:5])[CH3:2]. The yield is 0.100. (6) The reactants are [CH3:1][O:2][C:3]([C:5]1[CH2:6][N:7]([C:21]([O:23][C:24]([CH3:27])([CH3:26])[CH3:25])=[O:22])[CH2:8][C:9]2([C:12]=1[O:13][S:14]([C:17]([F:20])([F:19])[F:18])(=[O:16])=[O:15])[CH2:11][CH2:10]2)=[O:4].COC(C1C(=O)C(C)(C)CN(C(OC(C)(C)C)=O)C1)=O. No catalyst specified. The product is [CH3:1][O:2][C:3]([C:5]1[CH2:6][N:7]([C:21]([O:23][C:24]([CH3:27])([CH3:26])[CH3:25])=[O:22])[CH2:8][C:9]([CH3:11])([CH3:10])[C:12]=1[O:13][S:14]([C:17]([F:18])([F:19])[F:20])(=[O:15])=[O:16])=[O:4]. The yield is 0.800. (7) The reactants are [CH3:1][C:2]1([CH3:56])[C@@H:5]([C:6]([N:8]2[CH2:13][CH2:12][CH2:11][CH2:10][CH2:9]2)=[O:7])[CH2:4][C@H:3]1[NH:14][C:15]([C@:17]12[CH2:52][CH2:51][C@@H:50]([C:53]([CH3:55])=[CH2:54])[C@@H:18]1[C@@H:19]1[C@@:32]([CH3:35])([CH2:33][CH2:34]2)[C@@:31]2([CH3:36])[C@@H:22]([C@:23]3([CH3:49])[C@@H:28]([CH2:29][CH2:30]2)[C:27]([CH3:38])([CH3:37])[C@@H:26]([O:39][C:40](=[O:48])[CH2:41][C:42]([CH3:47])([CH3:46])[C:43]([OH:45])=[O:44])[CH2:25][CH2:24]3)[CH2:21][CH2:20]1)=[O:16].ClC1C=CC=C(C(OO)=[O:65])C=1. The catalyst is C(Cl)Cl. The product is [CH3:1][C:2]1([CH3:56])[C@@H:5]([C:6]([N:8]2[CH2:9][CH2:10][CH2:11][CH2:12][CH2:13]2)=[O:7])[CH2:4][C@H:3]1[NH:14][C:15]([C@:17]12[CH2:52][CH2:51][C@@H:50]([C:53]3([CH3:55])[CH2:54][O:65]3)[C@@H:18]1[C@@H:19]1[C@@:32]([CH3:35])([CH2:33][CH2:34]2)[C@@:31]2([CH3:36])[C@@H:22]([C@:23]3([CH3:49])[C@@H:28]([CH2:29][CH2:30]2)[C:27]([CH3:37])([CH3:38])[C@@H:26]([O:39][C:40](=[O:48])[CH2:41][C:42]([CH3:46])([CH3:47])[C:43]([OH:45])=[O:44])[CH2:25][CH2:24]3)[CH2:21][CH2:20]1)=[O:16]. The yield is 0.510.